From a dataset of NCI-60 drug combinations with 297,098 pairs across 59 cell lines. Regression. Given two drug SMILES strings and cell line genomic features, predict the synergy score measuring deviation from expected non-interaction effect. (1) Drug 1: C1=CN(C(=O)N=C1N)C2C(C(C(O2)CO)O)O.Cl. Drug 2: C1=NNC2=C1C(=O)NC=N2. Cell line: M14. Synergy scores: CSS=44.5, Synergy_ZIP=-4.32, Synergy_Bliss=-2.16, Synergy_Loewe=-48.0, Synergy_HSA=-4.45. (2) Drug 1: CN(C)N=NC1=C(NC=N1)C(=O)N. Drug 2: C1C(C(OC1N2C=NC(=NC2=O)N)CO)O. Cell line: HL-60(TB). Synergy scores: CSS=53.4, Synergy_ZIP=-2.43, Synergy_Bliss=-0.269, Synergy_Loewe=-26.8, Synergy_HSA=6.80. (3) Drug 1: COC1=CC(=CC(=C1O)OC)C2C3C(COC3=O)C(C4=CC5=C(C=C24)OCO5)OC6C(C(C7C(O6)COC(O7)C8=CC=CS8)O)O. Drug 2: C(CCl)NC(=O)N(CCCl)N=O. Cell line: NCI/ADR-RES. Synergy scores: CSS=0.881, Synergy_ZIP=0.252, Synergy_Bliss=1.48, Synergy_Loewe=-1.60, Synergy_HSA=-0.671. (4) Drug 1: CC1=C(C=C(C=C1)NC2=NC=CC(=N2)N(C)C3=CC4=NN(C(=C4C=C3)C)C)S(=O)(=O)N.Cl. Drug 2: COC1=CC(=CC(=C1O)OC)C2C3C(COC3=O)C(C4=CC5=C(C=C24)OCO5)OC6C(C(C7C(O6)COC(O7)C8=CC=CS8)O)O. Cell line: CCRF-CEM. Synergy scores: CSS=27.5, Synergy_ZIP=-9.37, Synergy_Bliss=-15.1, Synergy_Loewe=-51.6, Synergy_HSA=-14.8. (5) Drug 1: CS(=O)(=O)C1=CC(=C(C=C1)C(=O)NC2=CC(=C(C=C2)Cl)C3=CC=CC=N3)Cl. Drug 2: CCC1=CC2CC(C3=C(CN(C2)C1)C4=CC=CC=C4N3)(C5=C(C=C6C(=C5)C78CCN9C7C(C=CC9)(C(C(C8N6C)(C(=O)OC)O)OC(=O)C)CC)OC)C(=O)OC.C(C(C(=O)O)O)(C(=O)O)O. Cell line: M14. Synergy scores: CSS=39.9, Synergy_ZIP=13.3, Synergy_Bliss=14.9, Synergy_Loewe=-35.7, Synergy_HSA=12.2. (6) Cell line: SF-295. Synergy scores: CSS=53.6, Synergy_ZIP=0.376, Synergy_Bliss=0.751, Synergy_Loewe=-69.0, Synergy_HSA=1.06. Drug 2: C(CN)CNCCSP(=O)(O)O. Drug 1: CC1=C2C(C(=O)C3(C(CC4C(C3C(C(C2(C)C)(CC1OC(=O)C(C(C5=CC=CC=C5)NC(=O)C6=CC=CC=C6)O)O)OC(=O)C7=CC=CC=C7)(CO4)OC(=O)C)O)C)OC(=O)C.